Dataset: Forward reaction prediction with 1.9M reactions from USPTO patents (1976-2016). Task: Predict the product of the given reaction. (1) Given the reactants [CH3:1][N:2]1[C:7](=[O:8])[C:6]([NH:9][C:10]2[CH:15]=[N:14][CH:13]=[CH:12][N:11]=2)=[CH:5][C:4]([C:16]2[CH:21]=[CH:20][N:19]=[C:18]([N:22]3[C:34](=[O:35])[C:33]4[S:32][C:31]5[CH2:30][CH2:29][CH2:28][CH2:27][C:26]=5[C:25]=4[CH:24]=[N:23]3)[C:17]=2[CH:36]=[O:37])=[CH:3]1.[BH4-].[Na+], predict the reaction product. The product is: [OH:37][CH2:36][C:17]1[C:18]([N:22]2[C:34](=[O:35])[C:33]3[S:32][C:31]4[CH2:30][CH2:29][CH2:28][CH2:27][C:26]=4[C:25]=3[CH:24]=[N:23]2)=[N:19][CH:20]=[CH:21][C:16]=1[C:4]1[CH:5]=[C:6]([NH:9][C:10]2[CH:15]=[N:14][CH:13]=[CH:12][N:11]=2)[C:7](=[O:8])[N:2]([CH3:1])[CH:3]=1. (2) Given the reactants FC(F)(F)C(O)=O.C(OC([CH2:15][NH:16][C:17]1[CH:18]=[C:19]([C:23]2[CH:24]=[N:25][C:26]([CH2:29][CH2:30][C:31]([O:33][CH3:34])=[O:32])=[N:27][CH:28]=2)[CH:20]=[CH:21][CH:22]=1)=O)(C)(C)C.[OH-].[Na+], predict the reaction product. The product is: [CH3:15][NH:16][C:17]1[CH:18]=[C:19]([C:23]2[CH:28]=[N:27][C:26]([CH2:29][CH2:30][C:31]([O:33][CH3:34])=[O:32])=[N:25][CH:24]=2)[CH:20]=[CH:21][CH:22]=1. (3) The product is: [O:17]1[CH2:22][CH2:21][CH2:20][CH2:19][CH:18]1[O:23][NH:24][C:11](=[O:13])[C@H:10]([CH2:9][CH2:8][CH2:7][C:1]1[CH:2]=[CH:3][CH:4]=[CH:5][CH:6]=1)[C@H:14]([OH:16])[CH3:15]. Given the reactants [C:1]1([CH2:7][CH2:8][CH2:9][C@H:10]([C@H:14]([OH:16])[CH3:15])[C:11]([OH:13])=O)[CH:6]=[CH:5][CH:4]=[CH:3][CH:2]=1.[O:17]1[CH2:22][CH2:21][CH2:20][CH2:19][CH:18]1[O:23][NH2:24].C(Cl)CCl, predict the reaction product.